This data is from Full USPTO retrosynthesis dataset with 1.9M reactions from patents (1976-2016). The task is: Predict the reactants needed to synthesize the given product. Given the product [ClH:1].[Cl:1][C:2]1[CH:3]=[CH:4][C:5]([CH:8]([NH:14][C:15]2[CH:16]=[CH:17][C:18]([C:54]3[C:49]4[C@H:48]([CH3:56])[CH2:47][C@@H:46]([OH:45])[C:50]=4[N:51]=[CH:52][N:53]=3)=[CH:19][CH:20]=2)[CH2:9][NH:10][CH:11]([CH3:12])[CH3:13])=[CH:6][CH:7]=1, predict the reactants needed to synthesize it. The reactants are: [Cl:1][C:2]1[CH:7]=[CH:6][C:5]([CH:8]([NH:14][C:15]2[CH:20]=[CH:19][C:18](B3OC(C)(C)C(C)(C)O3)=[CH:17][CH:16]=2)[CH2:9][NH:10][CH:11]([CH3:13])[CH3:12])=[CH:4][CH:3]=1.C([O-])([O-])=O.[Na+].[Na+].[N+](C1C=CC(C([O:45][C@H:46]2[C:50]3[N:51]=[CH:52][N:53]=[C:54](Cl)[C:49]=3[C@H:48]([CH3:56])[CH2:47]2)=O)=CC=1)([O-])=O.C(O)CC.